From a dataset of NCI-60 drug combinations with 297,098 pairs across 59 cell lines. Regression. Given two drug SMILES strings and cell line genomic features, predict the synergy score measuring deviation from expected non-interaction effect. (1) Drug 1: CN1CCC(CC1)COC2=C(C=C3C(=C2)N=CN=C3NC4=C(C=C(C=C4)Br)F)OC. Drug 2: COCCOC1=C(C=C2C(=C1)C(=NC=N2)NC3=CC=CC(=C3)C#C)OCCOC.Cl. Cell line: HT29. Synergy scores: CSS=4.07, Synergy_ZIP=-0.131, Synergy_Bliss=1.73, Synergy_Loewe=-5.26, Synergy_HSA=-1.94. (2) Drug 1: CC1=C(C=C(C=C1)NC2=NC=CC(=N2)N(C)C3=CC4=NN(C(=C4C=C3)C)C)S(=O)(=O)N.Cl. Drug 2: C#CCC(CC1=CN=C2C(=N1)C(=NC(=N2)N)N)C3=CC=C(C=C3)C(=O)NC(CCC(=O)O)C(=O)O. Cell line: SNB-75. Synergy scores: CSS=2.21, Synergy_ZIP=4.84, Synergy_Bliss=0.132, Synergy_Loewe=0.294, Synergy_HSA=0.306. (3) Drug 1: CC=C1C(=O)NC(C(=O)OC2CC(=O)NC(C(=O)NC(CSSCCC=C2)C(=O)N1)C(C)C)C(C)C. Drug 2: CC1CCCC2(C(O2)CC(NC(=O)CC(C(C(=O)C(C1O)C)(C)C)O)C(=CC3=CSC(=N3)C)C)C. Cell line: EKVX. Synergy scores: CSS=17.4, Synergy_ZIP=-9.33, Synergy_Bliss=-4.93, Synergy_Loewe=-33.7, Synergy_HSA=-1.49.